From a dataset of Forward reaction prediction with 1.9M reactions from USPTO patents (1976-2016). Predict the product of the given reaction. (1) Given the reactants [C:1]([O:5][C:6]([NH:8][C@H:9]([C:37]([O:39][C:40]([CH3:43])([CH3:42])[CH3:41])=[O:38])[CH2:10][C@H:11]([CH2:19][C:20]1[CH:25]=[CH:24][C:23](/[CH:26]=[CH:27]/[CH2:28][O:29][Si:30]([C:33]([CH3:36])([CH3:35])[CH3:34])([CH3:32])[CH3:31])=[CH:22][N:21]=1)[C:12]([O:14][C:15]([CH3:18])([CH3:17])[CH3:16])=[O:13])=[O:7])([CH3:4])([CH3:3])[CH3:2], predict the reaction product. The product is: [C:1]([O:5][C:6]([NH:8][C@H:9]([C:37]([O:39][C:40]([CH3:43])([CH3:42])[CH3:41])=[O:38])[CH2:10][C@H:11]([CH2:19][C:20]1[CH:25]=[CH:24][C:23]([CH2:26][CH2:27][CH2:28][O:29][Si:30]([C:33]([CH3:36])([CH3:35])[CH3:34])([CH3:32])[CH3:31])=[CH:22][N:21]=1)[C:12]([O:14][C:15]([CH3:17])([CH3:16])[CH3:18])=[O:13])=[O:7])([CH3:2])([CH3:3])[CH3:4]. (2) Given the reactants C(OC([NH:11][CH2:12][CH2:13][CH2:14][O:15][C:16]1[CH:17]=[C:18]2[C:22](=[CH:23][CH:24]=1)[NH:21][C:20]([CH2:25][CH2:26][C:27]([O:29][CH3:30])=[O:28])=[CH:19]2)=O)C1C=CC=CC=1, predict the reaction product. The product is: [NH2:11][CH2:12][CH2:13][CH2:14][O:15][C:16]1[CH:17]=[C:18]2[C:22](=[CH:23][CH:24]=1)[NH:21][C:20]([CH2:25][CH2:26][C:27]([O:29][CH3:30])=[O:28])=[CH:19]2. (3) Given the reactants [OH:1][C:2]1[CH:3]=[N:4][C:5]([C:8]2[CH:9]=[C:10]([CH:25]=[CH:26][CH:27]=2)[CH2:11][C:12]2[C:17](=[O:18])[CH:16]=[CH:15][N:14]([C:19]3[CH:20]=[N:21][N:22]([CH3:24])[CH:23]=3)[N:13]=2)=[N:6][CH:7]=1.Br.Br[CH2:30][C:31]1[CH:36]=[CH:35][N:34]=[CH:33][CH:32]=1.C(=O)([O-])[O-].[Cs+].[Cs+], predict the reaction product. The product is: [CH3:24][N:22]1[CH:23]=[C:19]([N:14]2[CH:15]=[CH:16][C:17](=[O:18])[C:12]([CH2:11][C:10]3[CH:25]=[CH:26][CH:27]=[C:8]([C:5]4[N:6]=[CH:7][C:2]([O:1][CH2:30][C:31]5[CH:36]=[CH:35][N:34]=[CH:33][CH:32]=5)=[CH:3][N:4]=4)[CH:9]=3)=[N:13]2)[CH:20]=[N:21]1. (4) The product is: [CH3:1][O:2][C:3]1[CH:11]=[CH:10][C:6]([C:7]([N:25]([O:13][CH3:17])[CH3:24])=[O:9])=[CH:5][C:4]=1[CH3:12]. Given the reactants [CH3:1][O:2][C:3]1[CH:11]=[CH:10][C:6]([C:7]([OH:9])=O)=[CH:5][C:4]=1[CH3:12].[O:13]1[CH2:17]CCC1.C(Cl)(=O)C(Cl)=O.[CH3:24][N:25](C)C=O, predict the reaction product.